From a dataset of Cav3 T-type calcium channel HTS with 100,875 compounds. Binary Classification. Given a drug SMILES string, predict its activity (active/inactive) in a high-throughput screening assay against a specified biological target. (1) The drug is O1CCN(CC1)c1cc(CN2C(=O)c3c(C2=O)cccc3)cc(c1)C. The result is 0 (inactive). (2) The compound is Brc1cc(CNCCCCC)ccc1. The result is 0 (inactive). (3) The drug is S(=O)(=O)(N1CCN(CC1)CC(=O)Nc1cc(OC)c(OC)cc1)c1ccc(C(C)C)cc1. The result is 0 (inactive).